This data is from Forward reaction prediction with 1.9M reactions from USPTO patents (1976-2016). The task is: Predict the product of the given reaction. (1) Given the reactants [CH3:1][C:2]1[S:6][CH:5]=[C:4]([S:7]([NH2:10])(=[O:9])=[O:8])[CH:3]=1.[C:11]1([O:17]C(Cl)=O)C=CC=CC=1.C(N(CC)CC)C.[NH2:28][C:29]1[N:34]=[C:33]([NH:35][C:36]([NH:38][CH3:39])=[O:37])[CH:32]=[C:31]([Br:40])[CH:30]=1, predict the reaction product. The product is: [Br:40][C:31]1[CH:32]=[C:33]([NH:35][C:36](=[O:37])[NH:38][CH3:39])[N:34]=[C:29]([NH:28][C:11]([NH:10][S:7]([C:4]2[CH:3]=[C:2]([CH3:1])[S:6][CH:5]=2)(=[O:9])=[O:8])=[O:17])[CH:30]=1. (2) Given the reactants [CH2:1]([S:3](Cl)(=[O:5])=[O:4])[CH3:2].[Br:7][C:8]1[CH:9]=[C:10]([CH:12]=[C:13]([O:15][C:16]2[CH:21]=[CH:20][C:19]([F:22])=[CH:18][C:17]=2[F:23])[CH:14]=1)[NH2:11].N1C=CC=CC=1.Cl, predict the reaction product. The product is: [Br:7][C:8]1[CH:9]=[C:10]([NH:11][S:3]([CH2:1][CH3:2])(=[O:5])=[O:4])[CH:12]=[C:13]([O:15][C:16]2[CH:21]=[CH:20][C:19]([F:22])=[CH:18][C:17]=2[F:23])[CH:14]=1. (3) Given the reactants Cl.[Cl:2][CH2:3][CH2:4][CH:5]([C:17]1[CH:22]=[C:21]([F:23])[C:20]([F:24])=[C:19]([F:25])[CH:18]=1)[C:6]([NH:8][NH:9]C(OC(C)(C)C)=O)=[O:7], predict the reaction product. The product is: [ClH:2].[Cl:2][CH2:3][CH2:4][CH:5]([C:17]1[CH:18]=[C:19]([F:25])[C:20]([F:24])=[C:21]([F:23])[CH:22]=1)[C:6]([NH:8][NH2:9])=[O:7]. (4) Given the reactants [CH:1]([CH:4]1[CH2:9][NH:8][C:7]2[CH:10]=[CH:11][CH:12]=[C:13]([CH3:14])[C:6]=2[O:5]1)([CH3:3])[CH3:2].C(N(CC)CC)C.[CH2:22]([O:24][C:25](=[O:31])/[CH:26]=[CH:27]/[C:28](Cl)=[O:29])[CH3:23], predict the reaction product. The product is: [CH2:22]([O:24][C:25](=[O:31])/[CH:26]=[CH:27]/[C:28]([N:8]1[C:7]2[CH:10]=[CH:11][CH:12]=[C:13]([CH3:14])[C:6]=2[O:5][CH:4]([CH:1]([CH3:3])[CH3:2])[CH2:9]1)=[O:29])[CH3:23]. (5) Given the reactants FC(F)(F)C(O)=O.[CH2:8]([NH:12][C:13]1[N:21]=[C:20]2[C:16]([N:17]=[C:18]([O:22][CH3:23])[NH:19]2)=[C:15]([NH2:24])[N:14]=1)[CH2:9][CH2:10][CH3:11].C(=O)([O-])[O-].[K+].[K+].Br[CH2:32][CH:33]1[CH2:38][CH2:37][CH2:36][N:35]([CH2:39][CH3:40])[CH2:34]1.O, predict the reaction product. The product is: [CH2:8]([NH:12][C:13]1[N:21]=[C:20]2[C:16]([N:17]=[C:18]([O:22][CH3:23])[N:19]2[CH2:32][CH:33]2[CH2:38][CH2:37][CH2:36][N:35]([CH2:39][CH3:40])[CH2:34]2)=[C:15]([NH2:24])[N:14]=1)[CH2:9][CH2:10][CH3:11].